From a dataset of Forward reaction prediction with 1.9M reactions from USPTO patents (1976-2016). Predict the product of the given reaction. (1) Given the reactants [Br:1][C:2]1[CH:7]=[CH:6][CH:5]=[CH:4][C:3]=1[O:8][CH3:9].[CH3:10][C:11]([CH3:16])=[CH:12][C:13]([OH:15])=[O:14].[Cl-].[Al+3].[Cl-].[Cl-], predict the reaction product. The product is: [Br:1][C:2]1[CH:7]=[C:6]([C:11]([CH3:16])([CH3:10])[CH2:12][C:13]([OH:15])=[O:14])[CH:5]=[CH:4][C:3]=1[O:8][CH3:9]. (2) The product is: [CH3:27][C:28]1[CH:33]=[CH:32][C:31]([NH:34][C:35](=[O:47])[C:36]2[CH:41]=[CH:40][N:39]=[C:38]([N:42]3[CH2:46][CH2:45][CH2:44][CH2:43]3)[CH:37]=2)=[CH:30][C:29]=1[C:48]1[CH:49]=[CH:50][C:51]([C:54]([OH:56])=[O:55])=[CH:52][CH:53]=1. Given the reactants ClC1C=C(C=CN=1)C(NC1C=CC(C)=C(C2C=CC(C(O)=O)=CC=2)C=1)=O.[CH3:27][C:28]1[CH:33]=[CH:32][C:31]([NH:34][C:35](=[O:47])[C:36]2[CH:41]=[CH:40][N:39]=[C:38]([N:42]3[CH2:46][CH2:45][CH2:44][CH2:43]3)[CH:37]=2)=[CH:30][C:29]=1[C:48]1[CH:53]=[CH:52][C:51]([C:54]([OH:56])=[O:55])=[CH:50][CH:49]=1.N1CCCC1, predict the reaction product. (3) Given the reactants FC1C(N2CCNCC2)=C[C:9]2[NH:8][CH:7]=[C:6]3[C:18](=O)N(C4C=CC=CC=4)N=[C:5]3[C:4]=2[CH:3]=1.F[C:29]1[C:30]([F:49])=[CH:31][C:32]2[C:33]3[C:34]([C:39](=[O:48])[N:40]([C:42]4[CH:47]=[CH:46][CH:45]=[CH:44][CH:43]=4)[N:41]=3)=[CH:35][NH:36][C:37]=2[CH:38]=1.CC1CC(C)CNC1, predict the reaction product. The product is: [CH3:18][CH:6]1[CH2:5][CH:4]([CH3:3])[CH2:9][N:8]([C:29]2[C:30]([F:49])=[CH:31][C:32]3[C:33]4[C:34]([C:39](=[O:48])[N:40]([C:42]5[CH:47]=[CH:46][CH:45]=[CH:44][CH:43]=5)[N:41]=4)=[CH:35][NH:36][C:37]=3[CH:38]=2)[CH2:7]1. (4) Given the reactants C(O[C:4](=[O:16])[C:5](=[C:9]1[C:13](=[O:14])[NH:12][C:11](=[O:15])[NH:10]1)[O:6][CH2:7][CH3:8])C.[OH-:17].[K+].Cl, predict the reaction product. The product is: [CH2:7]([O:6][C:5]1[C:9]([C:13]([OH:17])=[O:14])=[N:10][C:11]([OH:15])=[N:12][C:4]=1[OH:16])[CH3:8]. (5) Given the reactants [OH:1][C:2]1[CH:3]=[C:4]([CH:31]=[CH:32][C:33]=1[O:34][CH3:35])[CH2:5][CH:6]1[C:15]2[C:10](=[CH:11][C:12]([O:18][CH3:19])=[C:13]([O:16][CH3:17])[CH:14]=2)[CH2:9][CH2:8][N:7]1[CH2:20][C:21]([NH:23][CH2:24][C:25]1[CH:30]=[CH:29][CH:28]=[CH:27][CH:26]=1)=[O:22].Br[CH2:37][CH2:38][CH2:39][F:40], predict the reaction product. The product is: [F:40][CH2:39][CH2:38][CH2:37][O:1][C:2]1[CH:3]=[C:4]([CH:31]=[CH:32][C:33]=1[O:34][CH3:35])[CH2:5][CH:6]1[C:15]2[C:10](=[CH:11][C:12]([O:18][CH3:19])=[C:13]([O:16][CH3:17])[CH:14]=2)[CH2:9][CH2:8][N:7]1[CH2:20][C:21]([NH:23][CH2:24][C:25]1[CH:30]=[CH:29][CH:28]=[CH:27][CH:26]=1)=[O:22]. (6) Given the reactants Cl[C:2]1[CH:7]=[C:6]([C:8]#[N:9])[CH:5]=[CH:4][N:3]=1.[C:10]1(OB(O)O)[CH:15]=[CH:14][CH:13]=[CH:12][CH:11]=1.C(=O)([O-])[O-].[K+].[K+].[C:26](OC)(=[O:34])[C:27]1[C:28](=[CH:30][CH:31]=[CH:32][CH:33]=1)[SH:29].C(N(CC)CC)C, predict the reaction product. The product is: [C:10]1([C:2]2[CH:7]=[C:6]([C:8]3[S:29][C:28]4[CH:30]=[CH:31][CH:32]=[CH:33][C:27]=4[C:26](=[O:34])[N:9]=3)[CH:5]=[CH:4][N:3]=2)[CH:15]=[CH:14][CH:13]=[CH:12][CH:11]=1. (7) The product is: [F:39][CH:27]([F:26])[O:28][C:29]1[CH:38]=[C:37]2[C:32]([CH2:33][CH2:34][CH2:35][N:36]2[C:2]2[C:6]3[CH2:7][N:8]([C:11](=[O:13])[CH3:12])[CH2:9][CH2:10][C:5]=3[N:4]([CH:14]3[CH2:19][CH2:18][O:17][CH2:16][CH2:15]3)[N:3]=2)=[CH:31][CH:30]=1. Given the reactants Br[C:2]1[C:6]2[CH2:7][N:8]([C:11](=[O:13])[CH3:12])[CH2:9][CH2:10][C:5]=2[N:4]([CH:14]2[CH2:19][CH2:18][O:17][CH2:16][CH2:15]2)[N:3]=1.C(O[Na])(C)(C)C.[F:26][CH:27]([F:39])[O:28][C:29]1[CH:38]=[C:37]2[C:32]([CH2:33][CH2:34][CH2:35][NH:36]2)=[CH:31][CH:30]=1.C1(P(C2CCCCC2)C2C=CC=CC=2C2C(OC(C)C)=CC=CC=2OC(C)C)CCCCC1, predict the reaction product. (8) Given the reactants [Cl:1][C:2]1[CH:7]=[C:6]([Cl:8])[CH:5]=[CH:4][C:3]=1[N:9]1[C:17]2[CH2:16][CH2:15][N:14]([N:18]3[CH2:23][CH2:22][CH2:21][CH2:20][CH2:19]3)[C:13](=[O:24])[C:12]=2[C:11]([CH3:25])=[C:10]1[C:26]1[CH:31]=[CH:30][C:29]([OH:32])=[CH:28][CH:27]=1.C(N(CC)CC)C.[F:40][C:41]([F:49])([F:48])[CH2:42][CH2:43][S:44](Cl)(=[O:46])=[O:45], predict the reaction product. The product is: [Cl:1][C:2]1[CH:7]=[C:6]([Cl:8])[CH:5]=[CH:4][C:3]=1[N:9]1[C:17]2[CH2:16][CH2:15][N:14]([N:18]3[CH2:23][CH2:22][CH2:21][CH2:20][CH2:19]3)[C:13](=[O:24])[C:12]=2[C:11]([CH3:25])=[C:10]1[C:26]1[CH:27]=[CH:28][C:29]([O:32][S:44]([CH2:43][CH2:42][C:41]([F:49])([F:48])[F:40])(=[O:46])=[O:45])=[CH:30][CH:31]=1.